Dataset: Reaction yield outcomes from USPTO patents with 853,638 reactions. Task: Predict the reaction yield, written as a fraction of the theoretical maximum amount of product (1.0 means a 100% yield; for example, 0.34 means a 34% yield). (1) The reactants are [C:1]1([CH:7]2[S:12][CH2:11][CH2:10][CH2:9][S:8]2)[CH:6]=[CH:5][CH:4]=[CH:3][CH:2]=1.[Li]CCCC.[C:18]1([CH3:26])[CH:23]=[CH:22][CH:21]=[C:20]([CH:24]=[O:25])[CH:19]=1. The catalyst is C1COCC1. The product is [C:1]1([C:7]2([CH:24]([C:20]3[CH:19]=[C:18]([CH3:26])[CH:23]=[CH:22][CH:21]=3)[OH:25])[S:8][CH2:9][CH2:10][CH2:11][S:12]2)[CH:2]=[CH:3][CH:4]=[CH:5][CH:6]=1. The yield is 0.766. (2) The yield is 0.220. The product is [NH2:1][C:2]1[N:6]([CH3:7])[C:5](=[O:8])[C:4]([C:21]2[CH:22]=[C:23]([C:34]3[CH:33]=[CH:32][CH:31]=[C:30]([O:29][CH3:28])[CH:35]=3)[CH:24]=[CH:25][CH:26]=2)([C:9]2[CH:18]=[CH:17][C:16]3[CH2:15][CH:14]([O:19][CH3:20])[CH2:13][CH2:12][C:11]=3[CH:10]=2)[N:3]=1. The catalyst is O1CCCC1. The reactants are [NH2:1][C:2]1[N:6]([CH3:7])[C:5](=[O:8])[C:4]([C:21]2[CH:26]=[CH:25][CH:24]=[C:23](Br)[CH:22]=2)([C:9]2[CH:18]=[CH:17][C:16]3[CH2:15][CH:14]([O:19][CH3:20])[CH2:13][CH2:12][C:11]=3[CH:10]=2)[N:3]=1.[CH3:28][O:29][C:30]1[CH:31]=[C:32](B(O)O)[CH:33]=[CH:34][CH:35]=1.C(=O)([O-])[O-].[K+].[K+].O. (3) The reactants are [NH2:1][C:2]1[C:7]2[C:8]([C:11]3[CH:16]=[CH:15][C:14]([NH:17][C:18]([C:20]4[N:21]([CH3:29])[C:22]5[C:27]([CH:28]=4)=[CH:26][CH:25]=[CH:24][CH:23]=5)=[O:19])=[C:13]([O:30][CH3:31])[CH:12]=3)=[CH:9][S:10][C:6]=2[C:5](/[CH:32]=[CH:33]/[CH2:34][CH2:35][N:36]2[CH2:41][CH2:40][CH:39]([CH2:42][NH:43]C(=O)OC(C)(C)C)[CH2:38][CH2:37]2)=[CH:4][N:3]=1.CC[NH+](CC)CC.CC[NH+](CC)CC.C([O-])([O-])=O. The catalyst is ClCCl. The product is [NH2:1][C:2]1[C:7]2[C:8]([C:11]3[CH:16]=[CH:15][C:14]([NH:17][C:18]([C:20]4[N:21]([CH3:29])[C:22]5[C:27]([CH:28]=4)=[CH:26][CH:25]=[CH:24][CH:23]=5)=[O:19])=[C:13]([O:30][CH3:31])[CH:12]=3)=[CH:9][S:10][C:6]=2[C:5](/[CH:32]=[CH:33]/[CH2:34][CH2:35][N:36]2[CH2:37][CH2:38][CH:39]([CH2:42][NH2:43])[CH2:40][CH2:41]2)=[CH:4][N:3]=1. The yield is 0.290. (4) The reactants are Br[C:2]1[C:7](=[O:8])[N:6]([CH2:9][C:10]2[CH:15]=[CH:14][C:13]([C:16]3[C:17]([C:22]#[N:23])=[CH:18][CH:19]=[CH:20][CH:21]=3)=[CH:12][CH:11]=2)[C:5]([O:24][CH2:25][CH3:26])=[N:4][C:3]=1[CH3:27].[CH:28]([O:31][C:32]1[CH:37]=[CH:36][C:35](B(O)O)=[CH:34][CH:33]=1)([CH3:30])[CH3:29]. The catalyst is C(=O)([O-])[O-].[Cs+].[Cs+].O1CCOCC1.C(OCC)(=O)C.C1C=CC(P(C2C=CC=CC=2)[C-]2C=CC=C2)=CC=1.C1C=CC(P(C2C=CC=CC=2)[C-]2C=CC=C2)=CC=1.Cl[Pd]Cl.[Fe+2]. The product is [CH2:25]([O:24][C:5]1[N:6]([CH2:9][C:10]2[CH:15]=[CH:14][C:13]([C:16]3[C:17]([C:22]#[N:23])=[CH:18][CH:19]=[CH:20][CH:21]=3)=[CH:12][CH:11]=2)[C:7](=[O:8])[C:2]([C:35]2[CH:36]=[CH:37][C:32]([O:31][CH:28]([CH3:30])[CH3:29])=[CH:33][CH:34]=2)=[C:3]([CH3:27])[N:4]=1)[CH3:26]. The yield is 0.940. (5) The reactants are C(=O)([O-])[O-].[K+].[K+].[C:7]([O:11][C:12]([N:14]1[CH2:19][CH2:18][N:17]2[C:20]([C:24]([F:27])([F:26])[F:25])=[N:21][C:22](Br)=[C:16]2[CH2:15]1)=[O:13])([CH3:10])([CH3:9])[CH3:8].ClC[C:30]([O:32][CH3:33])=[O:31]. The catalyst is CO.[CH-]=O.[CH-]=O.[C-]#[O+].[C-]#[O+].[C-]#[O+].[C-]#[O+].[C-]#[O+].[C-]#[O+].[Co].[Co+2]. The product is [CH3:33][O:32][C:30]([C:22]1[N:21]=[C:20]([C:24]([F:27])([F:26])[F:25])[N:17]2[CH2:18][CH2:19][N:14]([C:12]([O:11][C:7]([CH3:10])([CH3:9])[CH3:8])=[O:13])[CH2:15][C:16]=12)=[O:31]. The yield is 0.670. (6) The reactants are [CH3:1][O:2][CH2:3][CH2:4]Br.Cl[C:7]1[N:12]=[C:11]([NH:13][C:14]2[CH:15]=[C:16]([CH2:21][OH:22])[CH:17]=[CH:18][C:19]=2[CH3:20])[CH:10]=[CH:9][N:8]=1.C(=O)([O-])[O-].[Cs+].[Cs+].[N:29]1([C:35]2[CH:36]=[C:37]([NH:47]C3N=C(N(C4C=CC=C(OC)C=4)C)C=CN=3)[CH:38]=[C:39]([N:41]3[CH2:46][CH2:45][O:44][CH2:43][CH2:42]3)[CH:40]=2)[CH2:34][CH2:33][O:32][CH2:31][CH2:30]1.Cl. The catalyst is CN(C=O)C.O1CCOCC1.CC(O)C. The product is [O:44]1[CH2:45][CH2:46][N:41]([C:39]2[CH:38]=[C:37]([NH:47][C:7]3[N:12]=[C:11]([N:13]([CH2:4][CH2:3][O:2][CH3:1])[C:14]4[CH:15]=[C:16]([CH2:21][OH:22])[CH:17]=[CH:18][C:19]=4[CH3:20])[CH:10]=[CH:9][N:8]=3)[CH:36]=[C:35]([N:29]3[CH2:30][CH2:31][O:32][CH2:33][CH2:34]3)[CH:40]=2)[CH2:42][CH2:43]1. The yield is 0.360. (7) The reactants are [Cl:1][C:2]1[CH:10]=[C:9]2[C:5]([CH:6]=[CH:7][NH:8]2)=[CH:4][CH:3]=1.C([Mg]Br)C.[CH3:15][C:16]1([CH3:24])[C:18]([CH3:20])([CH3:19])[CH:17]1[C:21](Cl)=[O:22]. The catalyst is ClCCl.[Cl-].[Zn+2].[Cl-]. The product is [Cl:1][C:2]1[CH:10]=[C:9]2[C:5]([C:6]([C:21]([CH:17]3[C:18]([CH3:20])([CH3:19])[C:16]3([CH3:24])[CH3:15])=[O:22])=[CH:7][NH:8]2)=[CH:4][CH:3]=1. The yield is 0.340. (8) The reactants are [C:1]([O:5][C:6]([NH:8][C@H:9]([CH2:18]I)[CH2:10][C:11]([O:13][C:14]([CH3:17])([CH3:16])[CH3:15])=[O:12])=[O:7])([CH3:4])([CH3:3])[CH3:2].I[C:21]1[CH:22]=[C:23]([CH:25]=[CH:26][C:27]=1[CH3:28])[NH2:24].C1(C)C=CC=CC=1P(C1C=CC=CC=1C)C1C=CC=CC=1C. The catalyst is [Zn]. The product is [NH2:24][C:23]1[CH:22]=[CH:21][C:27]([CH3:28])=[C:26]([CH2:18][C@@H:9]([NH:8][C:6]([O:5][C:1]([CH3:4])([CH3:3])[CH3:2])=[O:7])[CH2:10][C:11]([O:13][C:14]([CH3:17])([CH3:16])[CH3:15])=[O:12])[CH:25]=1. The yield is 0.610.